From a dataset of Forward reaction prediction with 1.9M reactions from USPTO patents (1976-2016). Predict the product of the given reaction. (1) Given the reactants Cl[C:2]1[N:3]=[C:4]2[CH:18]=[C:17]([Cl:19])[CH:16]=[N:15][C:5]2=[N:6][C:7]=1[N:8]1[CH2:13][CH2:12][N:11]([CH3:14])[CH2:10][CH2:9]1.O.[NH2:21][NH2:22], predict the reaction product. The product is: [Cl:19][C:17]1[CH:16]=[N:15][C:5]2=[N:6][C:7]([N:8]3[CH2:13][CH2:12][N:11]([CH3:14])[CH2:10][CH2:9]3)=[C:2]([NH:21][NH2:22])[N:3]=[C:4]2[CH:18]=1. (2) Given the reactants N1C2OCC(N)C=2C=CN=1.CO[N:13]=[C:14]1[C:22]2[C:17](=[N:18][C:19]([CH3:23])=[CH:20][CH:21]=2)[O:16][CH2:15]1, predict the reaction product. The product is: [CH3:23][C:19]1[N:18]=[C:17]2[O:16][CH2:15][CH:14]([NH2:13])[C:22]2=[CH:21][CH:20]=1. (3) Given the reactants [F:1][CH:2]1[CH2:7][CH2:6][N:5]([CH2:8][CH2:9][O:10][C:11]2[CH:16]=[CH:15][N:14]3[N:17]=[C:18]([CH3:36])[C:19]([C:20]4[S:21][C:22]([C:31]5[N:35]=[CH:34][NH:33][N:32]=5)=[C:23]([C:25]5[CH:30]=[CH:29][CH:28]=[CH:27][CH:26]=5)[N:24]=4)=[C:13]3[CH:12]=2)[CH2:4][CH2:3]1.O.[C:38]1([CH3:48])[CH:43]=[CH:42][C:41]([S:44]([OH:47])(=[O:46])=[O:45])=[CH:40][CH:39]=1, predict the reaction product. The product is: [C:38]1([CH3:48])[CH:39]=[CH:40][C:41]([S:44]([OH:47])(=[O:45])=[O:46])=[CH:42][CH:43]=1.[C:38]1([CH3:48])[CH:39]=[CH:40][C:41]([S:44]([OH:47])(=[O:45])=[O:46])=[CH:42][CH:43]=1.[F:1][CH:2]1[CH2:3][CH2:4][N:5]([CH2:8][CH2:9][O:10][C:11]2[CH:16]=[CH:15][N:14]3[N:17]=[C:18]([CH3:36])[C:19]([C:20]4[S:21][C:22]([C:31]5[N:35]=[CH:34][NH:33][N:32]=5)=[C:23]([C:25]5[CH:30]=[CH:29][CH:28]=[CH:27][CH:26]=5)[N:24]=4)=[C:13]3[CH:12]=2)[CH2:6][CH2:7]1. (4) Given the reactants [C:1]1([N:7]2[C:11]([C:12]([OH:14])=O)=[CH:10][CH:9]=[N:8]2)[CH:6]=[CH:5][CH:4]=[CH:3][CH:2]=1.[CH3:15][C@H:16]1[CH2:21][CH2:20][CH2:19][NH:18][C@H:17]1[CH2:22][NH:23][C:24]1[CH:29]=[CH:28][C:27]([C:30]([F:33])([F:32])[F:31])=[CH:26][N:25]=1, predict the reaction product. The product is: [CH3:15][C@H:16]1[CH2:21][CH2:20][CH2:19][N:18]([C:12]([C:11]2[N:7]([C:1]3[CH:2]=[CH:3][CH:4]=[CH:5][CH:6]=3)[N:8]=[CH:9][CH:10]=2)=[O:14])[C@H:17]1[CH2:22][NH:23][C:24]1[CH:29]=[CH:28][C:27]([C:30]([F:33])([F:31])[F:32])=[CH:26][N:25]=1. (5) Given the reactants [CH3:1][O:2][C:3]1[O:7][C:6](=[O:8])[N:5]([C:9]2[CH:14]=[CH:13][C:12]([NH2:15])=[C:11]([CH3:16])[CH:10]=2)[N:4]=1.[Cl:17][C:18]1[CH:19]=[C:20]([N:25]=[C:26]=[O:27])[CH:21]=[CH:22][C:23]=1[Cl:24], predict the reaction product. The product is: [CH3:1][O:2][C:3]1[O:7][C:6](=[O:8])[N:5]([C:9]2[CH:14]=[CH:13][C:12]([NH:15][C:26]([NH:25][C:20]3[CH:21]=[CH:22][C:23]([Cl:24])=[C:18]([Cl:17])[CH:19]=3)=[O:27])=[C:11]([CH3:16])[CH:10]=2)[N:4]=1. (6) Given the reactants [C:1]1([CH3:10])[CH:6]=[CH:5][CH:4]=[CH:3][C:2]=1B(O)O.C(=O)([O-])[O-].[Na+].[Na+].FC(F)(F)S(O[C:23]1[CH:24]=[CH:25][C:26]2[N:32]3[C:33]([CH3:36])=[N:34][N:35]=[C:31]3[C@H:30]([CH2:37][C:38]([NH:40][CH2:41][CH3:42])=[O:39])[N:29]=[C:28]([C:43]3[CH:48]=[CH:47][C:46]([Cl:49])=[CH:45][CH:44]=3)[C:27]=2[CH:50]=1)(=O)=O.O, predict the reaction product. The product is: [Cl:49][C:46]1[CH:47]=[CH:48][C:43]([C:28]2[C:27]3[CH:50]=[C:23]([C:2]4[CH:3]=[CH:4][CH:5]=[CH:6][C:1]=4[CH3:10])[CH:24]=[CH:25][C:26]=3[N:32]3[C:33]([CH3:36])=[N:34][N:35]=[C:31]3[C@H:30]([CH2:37][C:38]([NH:40][CH2:41][CH3:42])=[O:39])[N:29]=2)=[CH:44][CH:45]=1. (7) Given the reactants ClC1C=CC(C(OCC)=O)=CC=1[N+]([O-])=O.O1CC(CN)C1.[NH2:22][C:23]1[CH:24]=[C:25]([CH:31]=[CH:32][C:33]=1[NH:34][CH2:35][CH:36]1[CH2:39][O:38][CH2:37]1)[C:26]([O:28][CH2:29][CH3:30])=[O:27].[CH2:40]([N:42]1[C:54]2[CH:53]=[CH:52][C:51]([CH:55]=O)=[CH:50][C:49]=2[C:48]2[C:43]1=[CH:44][CH:45]=[CH:46][CH:47]=2)[CH3:41], predict the reaction product. The product is: [CH2:40]([N:42]1[C:54]2[CH:53]=[CH:52][C:51]([C:55]3[N:34]([CH2:35][CH:36]4[CH2:39][O:38][CH2:37]4)[C:33]4[CH:32]=[CH:31][C:25]([C:26]([O:28][CH2:29][CH3:30])=[O:27])=[CH:24][C:23]=4[N:22]=3)=[CH:50][C:49]=2[C:48]2[C:43]1=[CH:44][CH:45]=[CH:46][CH:47]=2)[CH3:41]. (8) Given the reactants [CH3:1][C:2]1[CH:3]=[CH:4][CH:5]=[C:6]2[C:11]=1[NH:10][CH2:9][CH2:8][CH2:7]2.Cl[CH2:13][CH2:14][CH2:15]I.C([O-])([O-])=O.[Cs+].[Cs+].C([O-])([O-])=O.[K+].[K+].[CH2:29]([CH:33]1[CH2:38][CH2:37][NH:36][CH2:35][CH2:34]1)[CH2:30][CH2:31][CH3:32], predict the reaction product. The product is: [CH2:29]([CH:33]1[CH2:38][CH2:37][N:36]([CH2:13][CH2:14][CH2:15][N:10]2[C:11]3[C:6](=[CH:5][CH:4]=[CH:3][C:2]=3[CH3:1])[CH2:7][CH2:8][CH2:9]2)[CH2:35][CH2:34]1)[CH2:30][CH2:31][CH3:32].